From a dataset of Peptide-MHC class I binding affinity with 185,985 pairs from IEDB/IMGT. Regression. Given a peptide amino acid sequence and an MHC pseudo amino acid sequence, predict their binding affinity value. This is MHC class I binding data. (1) The peptide sequence is ALIFILLTAV. The MHC is HLA-A02:03 with pseudo-sequence HLA-A02:03. The binding affinity (normalized) is 0.761. (2) The peptide sequence is YLSGTDDEVI. The MHC is HLA-A02:06 with pseudo-sequence HLA-A02:06. The binding affinity (normalized) is 0.367. (3) The peptide sequence is NSLYPNVCI. The MHC is HLA-A24:02 with pseudo-sequence HLA-A24:02. The binding affinity (normalized) is 0.127. (4) The peptide sequence is IAVQNWLAR. The MHC is H-2-Kb with pseudo-sequence H-2-Kb. The binding affinity (normalized) is 0.00806. (5) The peptide sequence is ERILSTYLGR. The MHC is HLA-B08:01 with pseudo-sequence HLA-B08:01. The binding affinity (normalized) is 0.00872.